This data is from Reaction yield outcomes from USPTO patents with 853,638 reactions. The task is: Predict the reaction yield, written as a fraction of the theoretical maximum amount of product (1.0 means a 100% yield; for example, 0.34 means a 34% yield). (1) The reactants are [Si:1]([O:8][C@H:9]([C:33]1[CH:34]=[N:35][C:36](Cl)=[CH:37][CH:38]=1)[C@H:10]1[CH2:14][CH2:13][C@@H:12]([CH2:15][C:16]2[CH:21]=[CH:20][C:19]([C:22]([O:24][CH3:25])=[O:23])=[CH:18][CH:17]=2)[N:11]1[C:26]([O:28][C:29]([CH3:32])([CH3:31])[CH3:30])=[O:27])([C:4]([CH3:7])([CH3:6])[CH3:5])([CH3:3])[CH3:2].C([O-])(=O)C.[K+]. The catalyst is C(O)C.[Pd]. The product is [Si:1]([O:8][C@H:9]([C:33]1[CH:34]=[N:35][CH:36]=[CH:37][CH:38]=1)[C@H:10]1[CH2:14][CH2:13][C@@H:12]([CH2:15][C:16]2[CH:21]=[CH:20][C:19]([C:22]([O:24][CH3:25])=[O:23])=[CH:18][CH:17]=2)[N:11]1[C:26]([O:28][C:29]([CH3:30])([CH3:32])[CH3:31])=[O:27])([C:4]([CH3:5])([CH3:6])[CH3:7])([CH3:2])[CH3:3]. The yield is 0.920. (2) The product is [C:22]1([S:28]([N:15]2[CH2:14][CH:13]([O:12][CH:4]([C:5]3[CH:10]=[CH:9][C:8]([Cl:11])=[CH:7][CH:6]=3)[C:3]3[CH:17]=[CH:18][C:19]([Cl:21])=[CH:20][C:2]=3[Cl:1])[CH2:16]2)(=[O:30])=[O:29])[CH:27]=[CH:26][CH:25]=[CH:24][CH:23]=1. The reactants are [Cl:1][C:2]1[CH:20]=[C:19]([Cl:21])[CH:18]=[CH:17][C:3]=1[CH:4]([O:12][CH:13]1[CH2:16][NH:15][CH2:14]1)[C:5]1[CH:10]=[CH:9][C:8]([Cl:11])=[CH:7][CH:6]=1.[C:22]1([S:28](Cl)(=[O:30])=[O:29])[CH:27]=[CH:26][CH:25]=[CH:24][CH:23]=1.C(=O)([O-])[O-]. The yield is 0.520. The catalyst is ClCCl. (3) The reactants are [F:1][C:2]1[CH:18]=[CH:17][CH:16]=[C:15]([F:19])[C:3]=1[C:4]([NH:6][C:7]1[C:8]([C:12]([OH:14])=O)=[N:9][NH:10][CH:11]=1)=[O:5].[NH2:20][CH:21]1[CH2:26][CH2:25][N:24]([CH3:27])[CH2:23][CH2:22]1.CCN=C=NCCCN(C)C.C1C=CC2N(O)N=NC=2C=1. The catalyst is CN(C=O)C.CCOC(C)=O. The product is [CH3:27][N:24]1[CH2:25][CH2:26][CH:21]([NH:20][C:12]([C:8]2[C:7]([NH:6][C:4](=[O:5])[C:3]3[C:15]([F:19])=[CH:16][CH:17]=[CH:18][C:2]=3[F:1])=[CH:11][NH:10][N:9]=2)=[O:14])[CH2:22][CH2:23]1. The yield is 0.690. (4) The reactants are [C:1]([C:5]1[CH:22]=[C:21]([Cl:23])[CH:20]=[CH:19][C:6]=1[O:7][CH2:8][CH:9]1[CH2:12][N:11]([C:13](=[O:18])[C:14]([O:16]C)=[O:15])[CH2:10]1)([CH3:4])([CH3:3])[CH3:2].[OH-].[Li+].Cl. The catalyst is C1COCC1. The product is [C:1]([C:5]1[CH:22]=[C:21]([Cl:23])[CH:20]=[CH:19][C:6]=1[O:7][CH2:8][CH:9]1[CH2:10][N:11]([C:13](=[O:18])[C:14]([OH:16])=[O:15])[CH2:12]1)([CH3:4])([CH3:2])[CH3:3]. The yield is 0.960. (5) The reactants are [C:1]([O:5][C@@H:6]([C:11]1[C:12](Cl)=[C:13]2[C:20]([CH3:21])=[C:19]([CH3:22])[NH:18][C:14]2=[N:15][C:16]=1[CH3:17])[C:7]([O:9][CH3:10])=[O:8])([CH3:4])([CH3:3])[CH3:2].[Cl:24][C:25]1[C:34](B2OC(C)(C)C(C)(C)O2)=[CH:33][CH:32]=[C:31]2[C:26]=1[CH2:27][CH2:28][CH2:29][O:30]2.C(=O)([O-])[O-].[K+].[K+]. The catalyst is CN(C)C=O.C1C=CC([P]([Pd]([P](C2C=CC=CC=2)(C2C=CC=CC=2)C2C=CC=CC=2)([P](C2C=CC=CC=2)(C2C=CC=CC=2)C2C=CC=CC=2)[P](C2C=CC=CC=2)(C2C=CC=CC=2)C2C=CC=CC=2)(C2C=CC=CC=2)C2C=CC=CC=2)=CC=1. The product is [C:1]([O:5][C@@H:6]([C:11]1[C:12]([C:34]2[C:25]([Cl:24])=[C:26]3[C:31](=[CH:32][CH:33]=2)[O:30][CH2:29][CH2:28][CH2:27]3)=[C:13]2[C:20]([CH3:21])=[C:19]([CH3:22])[NH:18][C:14]2=[N:15][C:16]=1[CH3:17])[C:7]([O:9][CH3:10])=[O:8])([CH3:4])([CH3:3])[CH3:2]. The yield is 0.540.